This data is from Forward reaction prediction with 1.9M reactions from USPTO patents (1976-2016). The task is: Predict the product of the given reaction. (1) Given the reactants [CH2:1]([O:3][C:4]([C:6]1[CH:7]=[C:8]2[C:13](=[CH:14][CH:15]=1)[NH:12][CH:11]([C:16]1[CH:21]=[CH:20][CH:19]=[C:18]([NH2:22])[CH:17]=1)[C:10]([CH3:24])([CH3:23])[CH2:9]2)=[O:5])[CH3:2].N1C=CC=CC=1.[CH2:31]([N:33]([CH2:37][CH3:38])[C:34](Cl)=[O:35])[CH3:32], predict the reaction product. The product is: [CH2:1]([O:3][C:4]([C:6]1[CH:7]=[C:8]2[C:13](=[CH:14][CH:15]=1)[NH:12][CH:11]([C:16]1[CH:21]=[CH:20][CH:19]=[C:18]([NH:22][C:34]([N:33]([CH2:37][CH3:38])[CH2:31][CH3:32])=[O:35])[CH:17]=1)[C:10]([CH3:23])([CH3:24])[CH2:9]2)=[O:5])[CH3:2]. (2) Given the reactants C(=O)([O-])[O-].[K+].[K+].Cl.[NH2:8][OH:9].[N:10]1[CH:15]=[CH:14][CH:13]=[CH:12][C:11]=1[S:16](Cl)(=[O:18])=[O:17].S(Cl)(Cl)(=O)=O, predict the reaction product. The product is: [OH:9][NH:8][S:16]([C:11]1[CH:12]=[CH:13][CH:14]=[CH:15][N:10]=1)(=[O:18])=[O:17]. (3) Given the reactants [Cl:1][C:2]1[CH:3]=[C:4]([C:8]([N+:11]([O-:13])=[O:12])=[CH:9][N:10]=1)[C:5]([OH:7])=[O:6].[CH2:14](C(CC)(CC)C([O-])([O-])[O-])[CH3:15].Cl, predict the reaction product. The product is: [Cl:1][C:2]1[CH:3]=[C:4]([C:8]([N+:11]([O-:13])=[O:12])=[CH:9][N:10]=1)[C:5]([O:7][CH2:14][CH3:15])=[O:6]. (4) Given the reactants [N:1]1([CH2:5][C@H:6]([C:8]2[CH:13]=[CH:12][C:11]([Cl:14])=[C:10]([Cl:15])[CH:9]=2)[NH2:7])[CH2:4][CH2:3][CH2:2]1.O[C:17]1[C:18]2[CH:26]=[CH:25][CH:24]=[C:23]([C:27]([NH2:29])=[O:28])[C:19]=2[N:20]=[N:21][N:22]=1, predict the reaction product. The product is: [N:1]1([CH2:5][C@@H:6]([NH:7][C:17]2[C:18]3[CH:26]=[CH:25][CH:24]=[C:23]([C:27]([NH2:29])=[O:28])[C:19]=3[N:20]=[N:21][N:22]=2)[C:8]2[CH:13]=[CH:12][C:11]([Cl:14])=[C:10]([Cl:15])[CH:9]=2)[CH2:4][CH2:3][CH2:2]1. (5) Given the reactants [C:1]([O:5][C:6]([N:8]1[CH2:13][CH2:12][CH2:11][C:10]([CH3:17])([C:14]([OH:16])=O)[CH2:9]1)=[O:7])([CH3:4])([CH3:3])[CH3:2].[CH2:18]([NH:20][CH2:21][CH3:22])[CH3:19], predict the reaction product. The product is: [CH2:18]([N:20]([CH2:21][CH3:22])[C:14]([C:10]1([CH3:17])[CH2:11][CH2:12][CH2:13][N:8]([C:6]([O:5][C:1]([CH3:2])([CH3:3])[CH3:4])=[O:7])[CH2:9]1)=[O:16])[CH3:19]. (6) Given the reactants [CH3:1][C:2]1[C:11]([N:12]2[CH2:17][CH2:16][N:15](CC3C=CC=CC=3)[CH2:14][CH2:13]2)=[N:10][C:9]2[C:4](=[CH:5][CH:6]=[CH:7][CH:8]=2)[N:3]=1.C([O-])=O.[NH4+], predict the reaction product. The product is: [CH3:1][C:2]1[C:11]([N:12]2[CH2:17][CH2:16][NH:15][CH2:14][CH2:13]2)=[N:10][C:9]2[C:4](=[CH:5][CH:6]=[CH:7][CH:8]=2)[N:3]=1.